This data is from Full USPTO retrosynthesis dataset with 1.9M reactions from patents (1976-2016). The task is: Predict the reactants needed to synthesize the given product. (1) The reactants are: [O-2:1].[Zn+2:2].[Sn:3]=O.[O-2].[Yb+3:6].[O-2].[O-2].[Yb+3]. Given the product [O-2:1].[Zn+2:2].[Sn:3]=[O:1].[O-2:1].[Yb+3:6].[O-2:1].[O-2:1].[Yb+3:6], predict the reactants needed to synthesize it. (2) Given the product [CH3:35][C:26]1[CH:25]=[C:24]([C:5]2[C:4]([O:6][CH:44]3[CH2:43][CH2:42][CH2:41][CH2:40][O:53]3)=[CH:3][N:2]([CH:18]3[CH2:19][CH2:20][CH2:21][CH2:16][O:17]3)[N:1]=2)[C:33]2[C:28](=[C:29]([OH:34])[CH:30]=[CH:31][CH:32]=2)[N:27]=1, predict the reactants needed to synthesize it. The reactants are: [NH:1]1[CH:5]=[C:4]([OH:6])[CH:3]=[N:2]1.BrC1C=NC=C(Cl)C=1CO[CH:16]1[CH2:21][CH2:20][CH2:19][CH2:18][O:17]1.Br[C:24]1[C:33]2[C:28](=[C:29]([OH:34])[CH:30]=[CH:31][CH:32]=2)[N:27]=[C:26]([CH3:35])[CH:25]=1.CC1C=C(C2N(C)C=CN=2)[C:44]2C(=[C:40]([OH:53])[CH:41]=[CH:42][CH:43]=2)N=1. (3) The reactants are: Br[CH2:2][C:3]([O:5][CH3:6])=[O:4].C([O-])([O-])=O.[K+].[K+].[OH:13][C:14]1[CH:21]=[C:20]([N:22]2[CH2:27][CH2:26][O:25][CH2:24][CH2:23]2)[CH:19]=[CH:18][C:15]=1[CH:16]=O. Given the product [O:25]1[CH2:24][CH2:23][N:22]([C:20]2[CH:19]=[CH:18][C:15]3[CH:16]=[C:2]([C:3]([O:5][CH3:6])=[O:4])[O:13][C:14]=3[CH:21]=2)[CH2:27][CH2:26]1, predict the reactants needed to synthesize it. (4) Given the product [CH3:1][O:2][CH2:3][CH2:4][C:5]1[N:6]([CH2:31][CH2:32][CH2:33][N:34]2[CH2:38][CH2:37][CH2:36][C:35]2=[O:39])[C:7]2[C:16]3[CH:15]=[C:14]([CH2:17][CH2:18][N:19]4[C:20](=[O:29])[C:21]5[C:26](=[CH:25][CH:24]=[CH:23][CH:22]=5)[C:27]4=[O:28])[CH:13]=[CH:12][C:11]=3[N:10]=[CH:9][C:8]=2[N:30]=1, predict the reactants needed to synthesize it. The reactants are: [CH3:1][O:2][CH2:3][CH2:4][C:5]1[N:6]([CH2:31][CH2:32][CH2:33][N:34]2[CH2:38][CH2:37][CH2:36][C:35]2=[O:39])[C:7]2[C:16]3[CH:15]=[C:14]([CH:17]=[CH:18][N:19]4[C:27](=[O:28])[C:26]5[C:21](=[CH:22][CH:23]=[CH:24][CH:25]=5)[C:20]4=[O:29])[CH:13]=[CH:12][C:11]=3[N:10]=[CH:9][C:8]=2[N:30]=1.